Task: Predict the reactants needed to synthesize the given product.. Dataset: Full USPTO retrosynthesis dataset with 1.9M reactions from patents (1976-2016) (1) Given the product [F:1][C:2]1[CH:3]=[C:4]2[C:8](=[CH:9][CH:10]=1)[NH:7][C:6](=[O:11])/[C:5]/2=[CH:12]\[C:13]1[NH:17][C:16]([CH3:18])=[C:15]([NH:19][C:20](=[O:24])[CH2:21][CH2:22][N:31]2[CH2:32][CH2:33][N:28]([CH2:26][CH3:27])[CH2:29][CH2:30]2)[C:14]=1[CH3:25], predict the reactants needed to synthesize it. The reactants are: [F:1][C:2]1[CH:3]=[C:4]2[C:8](=[CH:9][CH:10]=1)[NH:7][C:6](=[O:11])/[C:5]/2=[CH:12]\[C:13]1[NH:17][C:16]([CH3:18])=[C:15]([NH:19][C:20](=[O:24])[CH2:21][CH2:22]Br)[C:14]=1[CH3:25].[CH2:26]([N:28]1[CH2:33][CH2:32][NH:31][CH2:30][CH2:29]1)[CH3:27].C(OCC)(=O)C. (2) Given the product [CH3:33][O:32][C:30]1[CH:29]=[C:28]([CH2:34][O:35][C:36]2[CH:37]=[C:38]([NH:41][C:16](=[O:18])[C:15]3[CH:14]=[CH:13][C:12]([N:8]4[CH2:9][CH2:10][NH:11][C:6]([CH3:5])([CH3:23])[CH2:7]4)=[CH:22][CH:21]=3)[NH:39][N:40]=2)[CH:27]=[C:26]([O:25][CH3:24])[CH:31]=1, predict the reactants needed to synthesize it. The reactants are: C[Al](C)C.[CH3:5][C:6]1([CH3:23])[NH:11][CH2:10][CH2:9][N:8]([C:12]2[CH:22]=[CH:21][C:15]([C:16]([O:18]CC)=O)=[CH:14][CH:13]=2)[CH2:7]1.[CH3:24][O:25][C:26]1[CH:27]=[C:28]([CH2:34][O:35][C:36]2[CH:37]=[C:38]([NH2:41])[NH:39][N:40]=2)[CH:29]=[C:30]([O:32][CH3:33])[CH:31]=1.S([O-])([O-])=O.[Na+].[Na+]. (3) Given the product [CH3:1][O:2][C:3]([NH:5][C@@H:6]([CH:7]([CH3:9])[CH3:8])[C:10]([N:12]1[CH2:16][CH2:15][CH2:14][C@H:13]1[C:17]1[NH:18][C:19]2[CH:29]=[CH:28][C:27]3[C:22](=[CH:23][CH:24]=[C:25]4[C:37]5[CH:36]=[CH:35][C:34]([C:38]6[NH:42][C:41]([C@H:43]7[CH2:47][CH2:46][CH2:45][N:44]7[C:62](=[O:63])[C@@H:61]([NH:60][C:58](=[O:59])[O:57][CH3:56])[CH:65]([CH3:67])[CH3:66])=[N:40][CH:39]=6)=[CH:33][C:32]=5[CH2:31][O:30][C:26]4=3)[C:20]=2[N:21]=1)=[O:11])=[O:4], predict the reactants needed to synthesize it. The reactants are: [CH3:1][O:2][C:3]([NH:5][C@H:6]([C:10]([N:12]1[CH2:16][CH2:15][CH2:14][C@H:13]1[C:17]1[NH:18][C:19]2[CH:29]=[CH:28][C:27]3[C:22](=[CH:23][CH:24]=[C:25]4[C:37]5[CH:36]=[CH:35][C:34]([C:38]6[NH:42][C:41]([C@H:43]7[CH2:47][CH2:46][CH2:45][N:44]7C(OC(C)(C)C)=O)=[N:40][CH:39]=6)=[CH:33][C:32]=5[CH2:31][O:30][C:26]4=3)[C:20]=2[N:21]=1)=[O:11])[CH:7]([CH3:9])[CH3:8])=[O:4].Cl.[CH3:56][O:57][C:58]([NH:60][C@@H:61]([CH:65]([CH3:67])[CH3:66])[C:62](O)=[O:63])=[O:59].CN(C(ON1N=NC2C=CC=NC1=2)=[N+](C)C)C.F[P-](F)(F)(F)(F)F.C(N(C(C)C)CC)(C)C. (4) Given the product [CH3:11][C:10]1[CH:9]=[C:8]2[C:4]([CH:5]=[N:6][NH:7]2)=[CH:3][C:2]=1[C:28]([OH:30])=[O:29], predict the reactants needed to synthesize it. The reactants are: Br[C:2]1[CH:3]=[C:4]2[C:8](=[CH:9][C:10]=1[CH3:11])[NH:7][N:6]=[CH:5]2.BrC1C=C2C(=CC=1F)NN=C2.C([Li])(C)(C)C.[C:28](=[O:30])=[O:29]. (5) Given the product [CH3:1][C@@H:2]1[CH2:6][CH2:5][CH2:4][N:3]1[CH2:7][CH2:8][C:9]1[CH:14]=[CH:13][C:12]([C:15]2[CH:16]=[CH:17][C:18]([CH2:21][CH2:22][O:23][CH2:25][C:26]([OH:28])=[O:27])=[CH:19][CH:20]=2)=[CH:11][CH:10]=1, predict the reactants needed to synthesize it. The reactants are: [CH3:1][C@@H:2]1[CH2:6][CH2:5][CH2:4][N:3]1[CH2:7][CH2:8][C:9]1[CH:14]=[CH:13][C:12]([C:15]2[CH:20]=[CH:19][C:18]([CH2:21][CH2:22][OH:23])=[CH:17][CH:16]=2)=[CH:11][CH:10]=1.Br[CH2:25][C:26]([O:28]C(C)(C)C)=[O:27].C([O-])([O-])=O.[Na+].[Na+].